From a dataset of Full USPTO retrosynthesis dataset with 1.9M reactions from patents (1976-2016). Predict the reactants needed to synthesize the given product. Given the product [CH3:1][O:2][CH2:3][CH2:4][O:5][C:6]1[CH:7]=[C:8]2[C:20]([NH:21][C:22]3[CH:23]=[CH:24][CH:25]=[C:26]([C:28]#[CH:29])[CH:27]=3)=[N:19][CH:18]=[N:17][C:9]2=[CH:10][C:11]=1[O:12][CH2:13][CH2:14][O:15][CH3:16].[ClH:30], predict the reactants needed to synthesize it. The reactants are: [CH3:1][O:2][CH2:3][CH2:4][O:5][C:6]1[CH:7]=[C:8]2[C:20]([NH:21][C:22]3[CH:23]=[CH:24][CH:25]=[C:26]([C:28]#[CH:29])[CH:27]=3)=[N:19][CH:18]=[N:17][C:9]2=[CH:10][C:11]=1[O:12][CH2:13][CH2:14][O:15][CH3:16].[ClH:30].